This data is from Peptide-MHC class I binding affinity with 185,985 pairs from IEDB/IMGT. The task is: Regression. Given a peptide amino acid sequence and an MHC pseudo amino acid sequence, predict their binding affinity value. This is MHC class I binding data. (1) The peptide sequence is TLKQRLTNL. The MHC is HLA-B08:01 with pseudo-sequence HLA-B08:01. The binding affinity (normalized) is 0.948. (2) The peptide sequence is RMIAISAKV. The MHC is BoLA-HD6 with pseudo-sequence BoLA-HD6. The binding affinity (normalized) is 0.666. (3) The peptide sequence is GIPYCNYSK. The MHC is HLA-A33:01 with pseudo-sequence HLA-A33:01. The binding affinity (normalized) is 0.0672. (4) The peptide sequence is EIPDVLNSL. The MHC is HLA-B15:01 with pseudo-sequence HLA-B15:01. The binding affinity (normalized) is 0.0847. (5) The peptide sequence is FIQWTGGNIR. The MHC is HLA-A68:01 with pseudo-sequence HLA-A68:01. The binding affinity (normalized) is 0.564.